From a dataset of Reaction yield outcomes from USPTO patents with 853,638 reactions. Predict the reaction yield, written as a fraction of the theoretical maximum amount of product (1.0 means a 100% yield; for example, 0.34 means a 34% yield). (1) The reactants are [CH2:1]1[C@@H:8]2[C@@H:4]([CH2:5][C:6](=[O:9])[CH2:7]2)[CH2:3][C:2]1=[O:10].[CH2:11](O)[CH2:12][OH:13].CC1C=CC(S(O)(=O)=O)=CC=1.O. The yield is 0.310. The catalyst is C1(C)C=CC=CC=1. The product is [CH2:1]1[C@H:8]2[C@H:4]([CH2:5][C:6](=[O:9])[CH2:7]2)[CH2:3][C:2]21[O:13][CH2:12][CH2:11][O:10]2. (2) The reactants are [F:1][C:2]1[CH:3]=[C:4]([CH:7]=[CH:8][CH:9]=1)[CH:5]=[O:6].[C:10]([O:14][CH3:15])(=[O:13])[CH:11]=[CH2:12].[C-]#N.[K+].O. The catalyst is CN(C)C=O. The product is [CH3:15][O:14][C:10](=[O:13])[CH2:11][CH2:12][C:5]([C:4]1[CH:7]=[CH:8][CH:9]=[C:2]([F:1])[CH:3]=1)=[O:6]. The yield is 0.849.